Dataset: Forward reaction prediction with 1.9M reactions from USPTO patents (1976-2016). Task: Predict the product of the given reaction. (1) The product is: [F:21][C:11]1([F:22])[C:12]2[C:17](=[CH:16][CH:15]=[CH:14][C:13]=2[C@@H:18]([OH:20])[CH3:19])[N:9]([CH2:8][C:4]2[CH:3]=[C:2]([C:24]#[N:25])[CH:7]=[CH:6][N:5]=2)[C:10]1=[O:23]. Given the reactants Br[C:2]1[CH:7]=[CH:6][N:5]=[C:4]([CH2:8][N:9]2[C:17]3[C:12](=[C:13]([C@@H:18]([OH:20])[CH3:19])[CH:14]=[CH:15][CH:16]=3)[C:11]([F:22])([F:21])[C:10]2=[O:23])[CH:3]=1.[CH3:24][N:25](C)C=O, predict the reaction product. (2) Given the reactants [Cl:1][C:2]1[C:7]([O:8][CH3:9])=[CH:6][N:5]=[C:4]([CH2:10][C:11]#N)[CH:3]=1.[OH-:13].[K+].Cl.[Cl-].[Na+].[OH2:18], predict the reaction product. The product is: [Cl:1][C:2]1[C:7]([O:8][CH3:9])=[CH:6][N:5]=[C:4]([CH2:10][C:11]([OH:18])=[O:13])[CH:3]=1. (3) Given the reactants [S:1]1[CH:5]=[CH:4][CH:3]=[C:2]1[CH2:6][CH2:7][NH2:8].[CH2:9]([C:12]1[CH:20]=[CH:19][C:15]([C:16](Cl)=[O:17])=[CH:14][CH:13]=1)[CH2:10][CH3:11].C(N(CC)CC)C, predict the reaction product. The product is: [CH2:9]([C:12]1[CH:13]=[CH:14][C:15]([C:16]([NH:8][CH2:7][CH2:6][C:2]2[S:1][CH:5]=[CH:4][CH:3]=2)=[O:17])=[CH:19][CH:20]=1)[CH2:10][CH3:11].